From a dataset of Catalyst prediction with 721,799 reactions and 888 catalyst types from USPTO. Predict which catalyst facilitates the given reaction. Reactant: [F:1][C:2]1[C:7]([F:8])=[CH:6][CH:5]=[CH:4][C:3]=1[C:9]1(O)[CH2:14][CH2:13][N:12]([CH2:15][CH2:16][CH3:17])[CH2:11][CH2:10]1. Product: [F:1][C:2]1[C:7]([F:8])=[CH:6][CH:5]=[CH:4][C:3]=1[C:9]1[CH2:14][CH2:13][N:12]([CH2:15][CH2:16][CH3:17])[CH2:11][CH:10]=1. The catalyst class is: 55.